Dataset: Reaction yield outcomes from USPTO patents with 853,638 reactions. Task: Predict the reaction yield, written as a fraction of the theoretical maximum amount of product (1.0 means a 100% yield; for example, 0.34 means a 34% yield). (1) The reactants are [F:1][C:2]1[C:22]([OH:23])=[CH:21][CH:20]=[CH:19][C:3]=1[O:4][C:5]1[CH2:9][N:8]([C@@H:10]([CH2:14][CH:15]([CH3:17])[CH3:16])[C:11]([OH:13])=O)[C:7](=[O:18])[CH:6]=1.[CH3:24][N:25]1[CH:29]=[CH:28][C:27]([NH2:30])=[N:26]1.F[P-](F)(F)(F)(F)F.N1(O[P+](N(C)C)(N(C)C)N(C)C)C2C=CC=CC=2N=N1.C(N(CC)C(C)C)(C)C. The catalyst is CN(C)C=O. The product is [CH3:24][N:25]1[CH:29]=[CH:28][C:27]([NH:30][C:11](=[O:13])[C@@H:10]([N:8]2[CH2:9][C:5]([O:4][C:3]3[CH:19]=[CH:20][CH:21]=[C:22]([OH:23])[C:2]=3[F:1])=[CH:6][C:7]2=[O:18])[CH2:14][CH:15]([CH3:17])[CH3:16])=[N:26]1. The yield is 0.410. (2) The yield is 0.472. The catalyst is C1(C)C=CC=CC=1.C1C=CC(/C=C/C(/C=C/C2C=CC=CC=2)=O)=CC=1.C1C=CC(/C=C/C(/C=C/C2C=CC=CC=2)=O)=CC=1.C1C=CC(/C=C/C(/C=C/C2C=CC=CC=2)=O)=CC=1.[Pd].[Pd].C1(P(C2C=CC=CC=2)C2C3OC4C(=CC=CC=4P(C4C=CC=CC=4)C4C=CC=CC=4)C(C)(C)C=3C=CC=2)C=CC=CC=1. The product is [Cl:22][C:19]1[CH:18]=[CH:17][C:16]([S:15][C:13]2[CH:12]=[CH:11][N:10]=[C:9]([NH:7][C:4]3[S:5][CH:6]=[C:2]([CH3:1])[N:3]=3)[CH:14]=2)=[CH:21][CH:20]=1. The reactants are [CH3:1][C:2]1[N:3]=[C:4]([NH2:7])[S:5][CH:6]=1.Cl[C:9]1[CH:14]=[C:13]([S:15][C:16]2[CH:21]=[CH:20][C:19]([Cl:22])=[CH:18][CH:17]=2)[CH:12]=[CH:11][N:10]=1.P([O-])([O-])([O-])=O.[K+].[K+].[K+].O. (3) The catalyst is O1CCCC1. The reactants are [OH:1][C:2]1[C:7]([CH3:8])=[C:6]([OH:9])[CH:5]=[CH:4][C:3]=1[C:10](=[O:15])[CH2:11][CH:12]([CH3:14])[CH3:13].[N:16]1[CH:21]=[CH:20][C:19]([S:22][C:23]2[CH:24]=[C:25]([CH2:29]O)[CH:26]=[CH:27][CH:28]=2)=[CH:18][CH:17]=1.C1(P(C2C=CC=CC=2)C2C=CC=CC=2)C=CC=CC=1. The yield is 0.390. The product is [OH:1][C:2]1[C:7]([CH3:8])=[C:6]([O:9][CH2:29][C:25]2[CH:26]=[CH:27][CH:28]=[C:23]([S:22][C:19]3[CH:18]=[CH:17][N:16]=[CH:21][CH:20]=3)[CH:24]=2)[CH:5]=[CH:4][C:3]=1[C:10](=[O:15])[CH2:11][CH:12]([CH3:13])[CH3:14]. (4) The product is [F:16][C:15]1[C:10]([CH2:9][O:8][C:6]2[CH:5]=[CH:4][NH:3][C:2](=[O:20])[CH:7]=2)=[N:11][CH:12]=[C:13]([F:17])[CH:14]=1. The yield is 0.630. The catalyst is C(O)=O. The reactants are Cl[C:2]1[CH:7]=[C:6]([O:8][CH2:9][C:10]2[C:15]([F:16])=[CH:14][C:13]([F:17])=[CH:12][N:11]=2)[CH:5]=[CH:4][N:3]=1.C([O-])(=[O:20])C.[NH4+]. (5) The reactants are [C:1]([NH:4][C:5]1[CH:13]=[CH:12][C:8]([C:9](Cl)=[O:10])=[CH:7][CH:6]=1)(=[O:3])[CH3:2].[Br:14][C:15]1[CH:19]=[N:18][N:17]([CH3:20])[C:16]=1[C:21]1[CH:22]=[C:23]([CH:25]=[CH:26][C:27]=1[O:28][CH2:29][C:30]([CH3:35])([N+:32]([O-])=O)[CH3:31])[NH2:24].C(N(CC)C(C)C)(C)C. The catalyst is ClCCl. The product is [C:1]([NH:4][C:5]1[CH:13]=[CH:12][C:8]([C:9]([NH:24][C:23]2[CH:25]=[CH:26][C:27]([O:28][CH2:29][C:30]([NH2:32])([CH3:35])[CH3:31])=[C:21]([C:16]3[N:17]([CH3:20])[N:18]=[CH:19][C:15]=3[Br:14])[CH:22]=2)=[O:10])=[CH:7][CH:6]=1)(=[O:3])[CH3:2]. The yield is 0.220. (6) The reactants are [Li]CCCC.CCCCCC.[CH3:12][N:13]([CH3:17])[CH2:14][C:15]#[CH:16].[C:18](=[O:20])=[O:19]. The catalyst is C1COCC1.CO.O. The product is [CH3:12][N:13]([CH3:17])[CH2:14][C:15]#[C:16][C:18]([OH:20])=[O:19]. The yield is 1.06. (7) The reactants are C([CH2:4][CH2:5][CH:6]([C:20]1[CH:28]=[CH:27][C:23]([C:24]([OH:26])=O)=[CH:22][C:21]=1[CH3:29])[C:7]1[C:8]([C:14]2[CH:19]=[CH:18][CH:17]=[CH:16][N:15]=2)=[N:9][N:10]([CH3:13])[C:11]=1[Cl:12])(O)=O.[C:30]([O-:33])([O-:32])=O.[K+].[K+].I[CH3:37].CN([CH:41]=[O:42])C. No catalyst specified. The product is [Cl:12][C:11]1[N:10]([CH3:13])[N:9]=[C:8]([C:14]2[CH:19]=[CH:18][CH:17]=[CH:16][N:15]=2)[C:7]=1[CH:6]([C:20]1[CH:28]=[CH:27][C:23]([C:24]([O:42][CH3:41])=[O:26])=[CH:22][C:21]=1[CH3:29])[CH2:5][CH2:4][C:30]([O:33][CH3:37])=[O:32]. The yield is 0.890.